Dataset: NCI-60 drug combinations with 297,098 pairs across 59 cell lines. Task: Regression. Given two drug SMILES strings and cell line genomic features, predict the synergy score measuring deviation from expected non-interaction effect. Drug 1: CC1=C(C=C(C=C1)C(=O)NC2=CC(=CC(=C2)C(F)(F)F)N3C=C(N=C3)C)NC4=NC=CC(=N4)C5=CN=CC=C5. Drug 2: CC(C)CN1C=NC2=C1C3=CC=CC=C3N=C2N. Cell line: SNB-75. Synergy scores: CSS=2.38, Synergy_ZIP=-1.26, Synergy_Bliss=-1.28, Synergy_Loewe=2.19, Synergy_HSA=-0.186.